From a dataset of Full USPTO retrosynthesis dataset with 1.9M reactions from patents (1976-2016). Predict the reactants needed to synthesize the given product. (1) The reactants are: [N:1]1([NH:7][C:8]([C:10]2[N:11]=[C:12]([C:23]3[CH:28]=[CH:27][C:26]([Cl:29])=[CH:25][C:24]=3[Cl:30])[N:13]([C:16]3[CH:21]=[CH:20][C:19]([OH:22])=[CH:18][CH:17]=3)[C:14]=2[CH3:15])=[O:9])[CH2:6][CH2:5][CH2:4][CH2:3][CH2:2]1.C(N(CC)CC)C.[F:38][C:39]([F:48])([F:47])[CH2:40][CH2:41][CH2:42][S:43](Cl)(=[O:45])=[O:44].O. Given the product [Cl:30][C:24]1[CH:25]=[C:26]([Cl:29])[CH:27]=[CH:28][C:23]=1[C:12]1[N:13]([C:16]2[CH:17]=[CH:18][C:19]([O:22][S:43]([CH2:42][CH2:41][CH2:40][C:39]([F:48])([F:47])[F:38])(=[O:45])=[O:44])=[CH:20][CH:21]=2)[C:14]([CH3:15])=[C:10]([C:8](=[O:9])[NH:7][N:1]2[CH2:6][CH2:5][CH2:4][CH2:3][CH2:2]2)[N:11]=1, predict the reactants needed to synthesize it. (2) Given the product [C:27]([C:2]1[C:3]2[N:12]([CH:13]3[CH2:17][CH2:16][CH2:15][CH2:14]3)[N:11]=[C:10]([C:18]3[CH:19]=[C:20]([C:23]([NH2:25])=[O:24])[S:21][CH:22]=3)[C:4]=2[C:5]([O:8][CH3:9])=[N:6][CH:7]=1)#[N:29], predict the reactants needed to synthesize it. The reactants are: Br[C:2]1[C:3]2[N:12]([CH:13]3[CH2:17][CH2:16][CH2:15][CH2:14]3)[N:11]=[C:10]([C:18]3[CH:19]=[C:20]([C:23]([NH2:25])=[O:24])[S:21][CH:22]=3)[C:4]=2[C:5]([O:8][CH3:9])=[N:6][CH:7]=1.C[C:27]([N:29](C)C)=O. (3) Given the product [F:56][C:55]1[C:50]([O:28][C:27]([C:22]2[N:21]=[C:20]([C:30]3[CH:31]=[CH:32][C:33]([F:36])=[CH:34][CH:35]=3)[N:19]([CH2:18][CH2:17][C@@H:11]3[CH2:10][C@H:9]([CH2:8][C:6]([O:5][C:1]([CH3:3])([CH3:4])[CH3:2])=[O:7])[O:14][C:13]([CH3:15])([CH3:16])[O:12]3)[C:23]=2[CH:24]([CH3:26])[CH3:25])=[O:29])=[C:51]([F:60])[C:52]([F:59])=[C:53]([F:58])[C:54]=1[F:57], predict the reactants needed to synthesize it. The reactants are: [C:1]([O:5][C:6]([CH2:8][C@@H:9]1[O:14][C:13]([CH3:16])([CH3:15])[O:12][C@H:11]([CH2:17][CH2:18][N:19]2[C:23]([CH:24]([CH3:26])[CH3:25])=[C:22]([C:27]([OH:29])=[O:28])[N:21]=[C:20]2[C:30]2[CH:35]=[CH:34][C:33]([F:36])=[CH:32][CH:31]=2)[CH2:10]1)=[O:7])([CH3:4])([CH3:3])[CH3:2].N1C(C)=CC=CC=1C.FC(F)(F)C(O[C:50]1[C:55]([F:56])=[C:54]([F:57])[C:53]([F:58])=[C:52]([F:59])[C:51]=1[F:60])=O.Cl. (4) Given the product [N+:1]([C:4]1[CH:5]=[C:6]([C:7]([N:23]2[CH2:26][CH2:25][CH2:24]2)=[O:9])[CH:10]=[C:11]([C:13]([F:16])([F:15])[F:14])[CH:12]=1)([O-:3])=[O:2], predict the reactants needed to synthesize it. The reactants are: [N+:1]([C:4]1[CH:5]=[C:6]([CH:10]=[C:11]([C:13]([F:16])([F:15])[F:14])[CH:12]=1)[C:7]([OH:9])=O)([O-:3])=[O:2].C(Cl)(=O)C(Cl)=O.[NH:23]1[CH2:26][CH2:25][CH2:24]1. (5) Given the product [I:23][CH2:26][CH:27]([NH:38][C:39](=[O:45])[O:40][C:41]([CH3:44])([CH3:43])[CH3:42])[CH2:28][CH2:29][CH2:30][CH2:31][CH2:32][CH2:33][CH2:34][CH2:35][CH2:36][CH3:37], predict the reactants needed to synthesize it. The reactants are: CP(C)C.N(C(N1CCCCC1)=O)=NC(N1CCCCC1)=O.[I:23]C.O[CH2:26][CH:27]([NH:38][C:39](=[O:45])[O:40][C:41]([CH3:44])([CH3:43])[CH3:42])[CH2:28][CH2:29][CH2:30][CH2:31][CH2:32][CH2:33][CH2:34][CH2:35][CH2:36][CH3:37]. (6) Given the product [NH2:23][C:24]1[N:33]=[C:32]([C:34]([N:36]2[CH2:37][C:38]3[C:43](=[CH:42][CH:41]=[CH:40][CH:39]=3)[CH2:44]2)=[O:35])[C:31]2[C:26](=[CH:27][CH:28]=[C:29]([C:2]3[CH:13]=[C:12]([F:14])[C:11]([F:15])=[CH:10][C:3]=3[CH2:4][N:5]3[CH2:9][CH2:8][CH2:7][CH2:6]3)[CH:30]=2)[N:25]=1, predict the reactants needed to synthesize it. The reactants are: Br[C:2]1[CH:13]=[C:12]([F:14])[C:11]([F:15])=[CH:10][C:3]=1[CH2:4][N:5]1[CH2:9][CH2:8][CH2:7][CH2:6]1.C(=O)([O-])[O-].[K+].[K+].O.[NH2:23][C:24]1[N:33]=[C:32]([C:34]([N:36]2[CH2:44][C:43]3[C:38](=[CH:39][CH:40]=[CH:41][CH:42]=3)[CH2:37]2)=[O:35])[C:31]2[C:26](=[CH:27][CH:28]=[C:29](B3OC(C)(C)C(C)(C)O3)[CH:30]=2)[N:25]=1. (7) Given the product [CH:21]1([N:3]2[C:4]3[C:9](=[CH:8][C:7]([C:33]([O:16][CH3:17])=[O:36])=[CH:6][CH:5]=3)[C:10]([CH3:39])=[C:2]2[C:27]2[CH:32]=[CH:31][CH:30]=[CH:29][N:28]=2)[CH2:22][CH2:23][CH2:18][CH2:25]1, predict the reactants needed to synthesize it. The reactants are: Br[C:2]1[NH:3][C:4]2[C:9]([CH:10]=1)=[CH:8][CH:7]=[CH:6][CH:5]=2.COB([O:16][CH3:17])OC.[C:18]1([CH3:25])[CH:23]=[CH:22][C:21](P)=CC=1.Br[C:27]1[CH:32]=[CH:31][CH:30]=[CH:29][N:28]=1.[C:33](=[O:36])([O-])[O-].[K+].[K+].[CH2:39]1COCC1.